Dataset: Full USPTO retrosynthesis dataset with 1.9M reactions from patents (1976-2016). Task: Predict the reactants needed to synthesize the given product. (1) Given the product [I:8][C:5]1[CH:6]=[CH:7][C:2]2[N:3]([CH:15]=[C:14]([CH2:13][OH:12])[N:1]=2)[N:4]=1, predict the reactants needed to synthesize it. The reactants are: [NH2:1][C:2]1[N:3]=[N:4][C:5]([I:8])=[CH:6][CH:7]=1.C([O:12][CH2:13][C:14](=O)[CH2:15]Cl)(=O)C.C(=O)([O-])O.[Na+]. (2) Given the product [C:1]([C:5]1[C:6]([OH:13])=[C:7]([C:8]([CH3:12])=[C:9]([F:11])[CH:10]=1)[C:29]([NH:28][C:16]1[CH:17]=[CH:18][C:19]([S:21]([C:24]([F:25])([F:26])[F:27])(=[O:22])=[O:23])=[CH:20][C:15]=1[Cl:14])=[O:30])([CH3:4])([CH3:3])[CH3:2], predict the reactants needed to synthesize it. The reactants are: [C:1]([C:5]1[CH:10]=[C:9]([F:11])[C:8]([CH3:12])=[CH:7][C:6]=1[OH:13])([CH3:4])([CH3:3])[CH3:2].[Cl:14][C:15]1[CH:20]=[C:19]([S:21]([C:24]([F:27])([F:26])[F:25])(=[O:23])=[O:22])[CH:18]=[CH:17][C:16]=1[N:28]=[C:29]=[O:30]. (3) Given the product [Cl:1][C:2]1[CH:3]=[C:4]2[C:9](=[CH:10][C:11]=1[Cl:12])[N:8]=[C:7]([O:13][CH3:14])[C:6]([NH:15][C:16]([N:31]1[CH2:30][CH2:29][N:28]([C:24]3[CH:25]=[CH:26][CH:27]=[C:22]([Cl:21])[CH:23]=3)[CH2:33][CH2:32]1)=[O:20])=[N:5]2, predict the reactants needed to synthesize it. The reactants are: [Cl:1][C:2]1[CH:3]=[C:4]2[C:9](=[CH:10][C:11]=1[Cl:12])[N:8]=[C:7]([O:13][CH3:14])[C:6]([NH:15][C:16](=[O:20])OCC)=[N:5]2.[Cl:21][C:22]1[CH:23]=[C:24]([N:28]2[CH2:33][CH2:32][NH:31][CH2:30][CH2:29]2)[CH:25]=[CH:26][CH:27]=1. (4) Given the product [Cl:1][C:2]1[CH:3]=[C:4]([C:9]2[O:13][N:12]=[CH:11][C:10]=2[CH2:14][CH2:15][C:16]([O:18][CH3:24])=[O:17])[CH:5]=[CH:6][C:7]=1[F:8], predict the reactants needed to synthesize it. The reactants are: [Cl:1][C:2]1[CH:3]=[C:4]([C:9]2[O:13][N:12]=[CH:11][C:10]=2[CH2:14][CH2:15][C:16]([OH:18])=[O:17])[CH:5]=[CH:6][C:7]=1[F:8].S(=O)(=O)(O)O.[CH3:24]O. (5) Given the product [C:19]([Si:23]1([C:26]([CH3:29])([CH3:28])[CH3:27])[O:1][CH:2]2[CH:8]([C:7]3([CH3:11])[O:10][C:3]2([CH3:13])[CH2:4][C:5](=[O:12])[CH2:6]3)[O:9]1)([CH3:22])([CH3:21])[CH3:20], predict the reactants needed to synthesize it. The reactants are: [OH:1][CH:2]1[CH:8]([OH:9])[C:7]2([CH3:11])[O:10][C:3]1([CH3:13])[CH2:4][C:5](=[O:12])[CH2:6]2.N1C=CN=C1.[C:19]([Si:23]([C:26]([CH3:29])([CH3:28])[CH3:27])(Cl)Cl)([CH3:22])([CH3:21])[CH3:20]. (6) Given the product [NH2:32][CH:1]([C:4]1[C:9]([C:10]2[CH:15]=[C:14]([F:16])[CH:13]=[C:12]([F:17])[CH:11]=2)=[C:8]([N:18]2[CH2:22][CH2:21][CH2:20][C:19]2=[O:23])[C:7]([CH3:24])=[C:6]([Cl:25])[CH:5]=1)[CH3:2], predict the reactants needed to synthesize it. The reactants are: [C:1]([C:4]1[C:9]([C:10]2[CH:15]=[C:14]([F:16])[CH:13]=[C:12]([F:17])[CH:11]=2)=[C:8]([N:18]2[CH2:22][CH2:21][CH2:20][C:19]2=[O:23])[C:7]([CH3:24])=[C:6]([Cl:25])[CH:5]=1)(=O)[CH3:2].C([O-])(=O)C.[NH4+].C([BH3-])#[N:32].[Na+].O1CCCC1. (7) Given the product [Cl:19][C:20]1[CH:21]=[CH:22][C:23]([C:26]2[N:27]=[C:28]3[CH:33]=[CH:32][C:31]([C:34]([N:44]([CH3:45])[CH3:41])=[O:35])=[CH:30][N:29]3[C:37]=2[CH2:38][OH:39])=[CH:24][CH:25]=1, predict the reactants needed to synthesize it. The reactants are: CCCP1(OP(CCC)(=O)OP(CCC)(=O)O1)=O.[Cl:19][C:20]1[CH:25]=[CH:24][C:23]([C:26]2[N:27]=[C:28]3[CH:33]=[CH:32][C:31]([C:34]([O-])=[O:35])=[CH:30][N:29]3[C:37]=2[CH2:38][OH:39])=[CH:22][CH:21]=1.[Na+].[CH:41]([N:44](C(C)C)[CH2:45]C)(C)C.CNC. (8) The reactants are: [NH2:1][C:2]1[C:3]([C:19](=O)[CH:20]=[CH:21][C:22]2[CH:27]=[CH:26][CH:25]=[CH:24][CH:23]=2)=[N:4][C:5]([N:8]2[CH2:13][CH2:12][N:11]([S:14]([CH2:17][CH3:18])(=[O:16])=[O:15])[CH2:10][CH2:9]2)=[CH:6][N:7]=1.Cl.[CH:30]([NH2:32])=[NH:31].[OH-].[Na+]. Given the product [CH2:17]([S:14]([N:11]1[CH2:12][CH2:13][N:8]([C:5]2[N:4]=[C:3]([C:19]3[CH:20]=[C:21]([C:22]4[CH:27]=[CH:26][CH:25]=[CH:24][CH:23]=4)[N:32]=[CH:30][N:31]=3)[C:2]([NH2:1])=[N:7][CH:6]=2)[CH2:9][CH2:10]1)(=[O:16])=[O:15])[CH3:18], predict the reactants needed to synthesize it. (9) Given the product [CH3:18][CH2:13][CH2:14][CH2:15][CH2:11][CH2:1][CH2:6][CH2:5][CH2:4][CH2:3][CH3:8], predict the reactants needed to synthesize it. The reactants are: [C:1]1([CH3:11])[CH:6]=[C:5](C)[CH:4]=[C:3]([CH3:8])C=1[Mg]Br.Cl[C:13]1[CH:18]=CC=[CH:15][CH:14]=1.C(C(C(C([O-])=O)O)O)([O-])=O.[K+].[Na+].